From a dataset of NCI-60 drug combinations with 297,098 pairs across 59 cell lines. Regression. Given two drug SMILES strings and cell line genomic features, predict the synergy score measuring deviation from expected non-interaction effect. (1) Drug 1: CCC1(CC2CC(C3=C(CCN(C2)C1)C4=CC=CC=C4N3)(C5=C(C=C6C(=C5)C78CCN9C7C(C=CC9)(C(C(C8N6C=O)(C(=O)OC)O)OC(=O)C)CC)OC)C(=O)OC)O.OS(=O)(=O)O. Drug 2: CC1CCC2CC(C(=CC=CC=CC(CC(C(=O)C(C(C(=CC(C(=O)CC(OC(=O)C3CCCCN3C(=O)C(=O)C1(O2)O)C(C)CC4CCC(C(C4)OC)O)C)C)O)OC)C)C)C)OC. Cell line: UACC-257. Synergy scores: CSS=8.96, Synergy_ZIP=0.330, Synergy_Bliss=3.55, Synergy_Loewe=-1.02, Synergy_HSA=1.59. (2) Drug 1: CC(C1=C(C=CC(=C1Cl)F)Cl)OC2=C(N=CC(=C2)C3=CN(N=C3)C4CCNCC4)N. Drug 2: C1=CN(C=N1)CC(O)(P(=O)(O)O)P(=O)(O)O. Cell line: NCI-H322M. Synergy scores: CSS=7.24, Synergy_ZIP=-0.729, Synergy_Bliss=2.40, Synergy_Loewe=0.968, Synergy_HSA=0.787. (3) Drug 1: CCC1=C2CN3C(=CC4=C(C3=O)COC(=O)C4(CC)O)C2=NC5=C1C=C(C=C5)O. Drug 2: CC1CCCC2(C(O2)CC(NC(=O)CC(C(C(=O)C(C1O)C)(C)C)O)C(=CC3=CSC(=N3)C)C)C. Cell line: HT29. Synergy scores: CSS=69.6, Synergy_ZIP=-2.32, Synergy_Bliss=-3.93, Synergy_Loewe=-8.84, Synergy_HSA=-1.77. (4) Drug 1: CC1=C(C=C(C=C1)C(=O)NC2=CC(=CC(=C2)C(F)(F)F)N3C=C(N=C3)C)NC4=NC=CC(=N4)C5=CN=CC=C5. Drug 2: CCC1(C2=C(COC1=O)C(=O)N3CC4=CC5=C(C=CC(=C5CN(C)C)O)N=C4C3=C2)O.Cl. Cell line: HCC-2998. Synergy scores: CSS=15.8, Synergy_ZIP=-7.03, Synergy_Bliss=-4.36, Synergy_Loewe=-14.3, Synergy_HSA=-1.99. (5) Drug 1: C1=CC=C(C=C1)NC(=O)CCCCCCC(=O)NO. Drug 2: C1CN1C2=NC(=NC(=N2)N3CC3)N4CC4. Cell line: MOLT-4. Synergy scores: CSS=84.1, Synergy_ZIP=2.31, Synergy_Bliss=2.35, Synergy_Loewe=0.792, Synergy_HSA=5.34. (6) Drug 1: C1=CC(=C2C(=C1NCCNCCO)C(=O)C3=C(C=CC(=C3C2=O)O)O)NCCNCCO. Drug 2: CC1C(C(CC(O1)OC2CC(OC(C2O)C)OC3=CC4=CC5=C(C(=O)C(C(C5)C(C(=O)C(C(C)O)O)OC)OC6CC(C(C(O6)C)O)OC7CC(C(C(O7)C)O)OC8CC(C(C(O8)C)O)(C)O)C(=C4C(=C3C)O)O)O)O. Cell line: DU-145. Synergy scores: CSS=64.0, Synergy_ZIP=3.64, Synergy_Bliss=3.45, Synergy_Loewe=-6.34, Synergy_HSA=3.78. (7) Drug 1: CC12CCC(CC1=CCC3C2CCC4(C3CC=C4C5=CN=CC=C5)C)O. Drug 2: CC1=C2C(C(=O)C3(C(CC4C(C3C(C(C2(C)C)(CC1OC(=O)C(C(C5=CC=CC=C5)NC(=O)OC(C)(C)C)O)O)OC(=O)C6=CC=CC=C6)(CO4)OC(=O)C)OC)C)OC. Cell line: EKVX. Synergy scores: CSS=57.1, Synergy_ZIP=17.0, Synergy_Bliss=18.9, Synergy_Loewe=-14.8, Synergy_HSA=18.5. (8) Synergy scores: CSS=26.4, Synergy_ZIP=-2.14, Synergy_Bliss=-1.92, Synergy_Loewe=-2.03, Synergy_HSA=-2.16. Drug 2: N.N.Cl[Pt+2]Cl. Cell line: SF-295. Drug 1: C1=NC2=C(N=C(N=C2N1C3C(C(C(O3)CO)O)F)Cl)N. (9) Drug 1: CCCCCOC(=O)NC1=NC(=O)N(C=C1F)C2C(C(C(O2)C)O)O. Drug 2: CC12CCC3C(C1CCC2O)C(CC4=C3C=CC(=C4)O)CCCCCCCCCS(=O)CCCC(C(F)(F)F)(F)F. Cell line: RPMI-8226. Synergy scores: CSS=-1.56, Synergy_ZIP=2.67, Synergy_Bliss=3.26, Synergy_Loewe=-3.67, Synergy_HSA=-3.86. (10) Drug 1: C1=C(C(=O)NC(=O)N1)N(CCCl)CCCl. Drug 2: CC12CCC3C(C1CCC2OP(=O)(O)O)CCC4=C3C=CC(=C4)OC(=O)N(CCCl)CCCl.[Na+]. Cell line: MDA-MB-435. Synergy scores: CSS=-1.93, Synergy_ZIP=-3.00, Synergy_Bliss=-8.20, Synergy_Loewe=-11.0, Synergy_HSA=-9.98.